Predict the product of the given reaction. From a dataset of Forward reaction prediction with 1.9M reactions from USPTO patents (1976-2016). Given the reactants C([O:4][C:5]([CH3:7])=[CH2:6])(=O)C.N(OC(C)(C)C)=O.[Br:15][C:16]1[CH:22]=[C:21]([Cl:23])[C:19](N)=[C:18]([Cl:24])[CH:17]=1, predict the reaction product. The product is: [Br:15][C:16]1[CH:22]=[C:21]([Cl:23])[C:19]([CH2:4][C:5](=[O:6])[CH3:7])=[C:18]([Cl:24])[CH:17]=1.